This data is from Reaction yield outcomes from USPTO patents with 853,638 reactions. The task is: Predict the reaction yield, written as a fraction of the theoretical maximum amount of product (1.0 means a 100% yield; for example, 0.34 means a 34% yield). The reactants are I[C:2]1[CH:7]=[C:6]([C:8]2[CH:13]=[CH:12][C:11]([C:14]([N:16]3[CH2:21][CH2:20][O:19][CH2:18][CH2:17]3)=[O:15])=[CH:10][N:9]=2)[CH:5]=[CH:4][C:3]=1[OH:22].C(N(CC)CC)C.[CH2:30]([OH:34])[CH2:31][C:32]#[CH:33]. The catalyst is CN(C)C=O.ClCCl.O. The product is [N:16]1([C:14]([C:11]2[CH:12]=[CH:13][C:8]([C:6]3[CH:5]=[CH:4][C:3]4[O:22][C:32]([CH2:31][CH2:30][OH:34])=[CH:33][C:2]=4[CH:7]=3)=[N:9][CH:10]=2)=[O:15])[CH2:21][CH2:20][O:19][CH2:18][CH2:17]1. The yield is 0.750.